This data is from Full USPTO retrosynthesis dataset with 1.9M reactions from patents (1976-2016). The task is: Predict the reactants needed to synthesize the given product. (1) Given the product [N:30]1([C:10]2[C:11]3[N:16]=[N:15][N:14]([CH:17]4[CH2:18][CH2:19][N:20]([C:23]([O:25][C:26]([CH3:29])([CH3:27])[CH3:28])=[O:24])[CH2:21][CH2:22]4)[C:12]=3[N:13]=[C:8]([C:5]3[CH:4]=[CH:3][C:2]([NH:1][C:37](=[O:38])[NH:36][C:39]4[CH:40]=[N:41][CH:42]=[CH:43][CH:44]=4)=[CH:7][CH:6]=3)[N:9]=2)[CH2:31][CH2:32][O:33][CH2:34][CH2:35]1, predict the reactants needed to synthesize it. The reactants are: [NH2:1][C:2]1[CH:7]=[CH:6][C:5]([C:8]2[N:9]=[C:10]([N:30]3[CH2:35][CH2:34][O:33][CH2:32][CH2:31]3)[C:11]3[N:16]=[N:15][N:14]([CH:17]4[CH2:22][CH2:21][N:20]([C:23]([O:25][C:26]([CH3:29])([CH3:28])[CH3:27])=[O:24])[CH2:19][CH2:18]4)[C:12]=3[N:13]=2)=[CH:4][CH:3]=1.[N:36]([C:39]1[CH:40]=[N:41][CH:42]=[CH:43][CH:44]=1)=[C:37]=[O:38]. (2) The reactants are: C(OC([N:8]1[CH2:13][CH2:12][N:11]([C:14]2[CH:19]=[CH:18][CH:17]=[CH:16][C:15]=2[C:20](=[O:28])[NH:21][C:22]2[CH:27]=[CH:26][CH:25]=[CH:24][CH:23]=2)[CH2:10][CH2:9]1)=O)(C)(C)C.[C:29](O)([C:31]([F:34])([F:33])[F:32])=[O:30]. Given the product [F:32][C:31]([F:34])([F:33])[C:29]([NH2:8])=[O:30].[C:22]1([NH:21][C:20](=[O:28])[C:15]2[CH:16]=[CH:17][CH:18]=[CH:19][C:14]=2[N:11]2[CH2:10][CH2:9][NH:8][CH2:13][CH2:12]2)[CH:23]=[CH:24][CH:25]=[CH:26][CH:27]=1, predict the reactants needed to synthesize it. (3) Given the product [CH2:1]([O:3][C:4]([C:6]1[S:7][C:8]([C:11](=[O:13])[CH2:12][C:16](=[O:17])[CH:15]([F:21])[F:14])=[CH:9][CH:10]=1)=[O:5])[CH3:2], predict the reactants needed to synthesize it. The reactants are: [CH2:1]([O:3][C:4]([C:6]1[S:7][C:8]([C:11](=[O:13])[CH3:12])=[CH:9][CH:10]=1)=[O:5])[CH3:2].[F:14][CH:15]([F:21])[C:16](OCC)=[O:17].C[O-].[Na+].[O-]CC.[Na+]. (4) Given the product [NH2:1][C:2]1[C:11]([CH2:17][CH2:18][CH2:19][O:21][CH3:22])=[CH:10][C:5]([C:6]([O:8][CH3:9])=[O:7])=[C:4]([Cl:12])[C:3]=1[I:13], predict the reactants needed to synthesize it. The reactants are: [NH2:1][C:2]1[CH:11]=[CH:10][C:5]([C:6]([O:8][CH3:9])=[O:7])=[C:4]([Cl:12])[C:3]=1[I:13].NC1C(I)=C[C:18]([C:19]([O:21][CH3:22])=O)=[C:17](Cl)C=1.NC1C(CCCOC)=CC(C(OC)=O)=C(Cl)C=1.